Dataset: Forward reaction prediction with 1.9M reactions from USPTO patents (1976-2016). Task: Predict the product of the given reaction. (1) Given the reactants [NH2:1][N:2]1[N:11]=[C:10]([N:12]2[CH2:17][CH2:16][O:15][CH:14]([CH2:18][CH3:19])[CH2:13]2)[C:9]2[C:4](=[CH:5][CH:6]=[CH:7][CH:8]=2)[C:3]1=[O:20].[Cl:21][C:22]1[CH:27]=[CH:26][C:25]([CH2:28][C:29](Cl)=[O:30])=[CH:24][CH:23]=1, predict the reaction product. The product is: [Cl:21][C:22]1[CH:27]=[CH:26][C:25]([CH2:28][C:29]([NH:1][N:2]2[N:11]=[C:10]([N:12]3[CH2:17][CH2:16][O:15][CH:14]([CH2:18][CH3:19])[CH2:13]3)[C:9]3[C:4](=[CH:5][CH:6]=[CH:7][CH:8]=3)[C:3]2=[O:20])=[O:30])=[CH:24][CH:23]=1. (2) The product is: [CH2:4]([O:22][C:8]1[CH:9]=[C:10]2[C:5](=[CH:6][CH:7]=1)[N:2]([C@H:3]([CH3:4])[C:24]([OH:30])=[O:25])[CH:12]=[CH:11]2)[C:5]1[CH:6]=[CH:7][CH:8]=[CH:9][CH:10]=1. Given the reactants C[N:2]1[CH2:12][CH:11](C2C=CC=C(N=C=S)C=2)[C:10]2[CH:9]=[C:8]([OH:22])[C:7](Cl)=[CH:6][C:5]=2[CH2:4][CH2:3]1.[C:24]([OH:30])(C(F)(F)F)=[O:25], predict the reaction product.